From a dataset of Catalyst prediction with 721,799 reactions and 888 catalyst types from USPTO. Predict which catalyst facilitates the given reaction. (1) Reactant: [Cl:1][C:2]1[C:9]([CH3:10])=[C:8]([NH:11][C@@H:12]([C:16]2[O:17][C:18]([C:21]3[CH:26]=[CH:25][CH:24]=[CH:23][CH:22]=3)=[N:19][N:20]=2)[C@@H:13]([OH:15])[CH3:14])[CH:7]=[CH:6][C:3]=1[C:4]#[N:5].[CH3:27][CH2:28][CH2:29][C:30](Cl)=[O:31]. Product: [C:30]([O:15][C@@H:13]([CH3:14])[C@@H:12]([NH:11][C:8]1[CH:7]=[CH:6][C:3]([C:4]#[N:5])=[C:2]([Cl:1])[C:9]=1[CH3:10])[C:16]1[O:17][C:18]([C:21]2[CH:26]=[CH:25][CH:24]=[CH:23][CH:22]=2)=[N:19][N:20]=1)(=[O:31])[CH2:29][CH2:28][CH3:27]. The catalyst class is: 298. (2) Reactant: Br[C:2]1[C:7]([F:8])=[CH:6][C:5]([N:9]2[C:18]3[C:13](=[CH:14][C:15]([S:19]([N:22]([C:32]4[CH:36]=[CH:35][O:34][N:33]=4)[CH2:23][C:24]4[CH:29]=[CH:28][C:27]([O:30][CH3:31])=[CH:26][CH:25]=4)(=[O:21])=[O:20])=[CH:16][CH:17]=3)[CH:12]=[CH:11][C:10]2=[O:37])=[C:4]([OH:38])[CH:3]=1.[F:39][C:40]1[CH:41]=[C:42](B(O)O)[CH:43]=[C:44]([F:46])[CH:45]=1.C(=O)([O-])[O-].[K+].[K+].C(Cl)Cl. Product: [O:34]1[CH:35]=[CH:36][C:32]([N:22]([CH2:23][C:24]2[CH:29]=[CH:28][C:27]([O:30][CH3:31])=[CH:26][CH:25]=2)[S:19]([C:15]2[CH:14]=[C:13]3[C:18](=[CH:17][CH:16]=2)[N:9]([C:5]2[C:4]([OH:38])=[CH:3][C:2]([C:42]4[CH:41]=[C:40]([F:39])[CH:45]=[C:44]([F:46])[CH:43]=4)=[C:7]([F:8])[CH:6]=2)[C:10](=[O:37])[CH:11]=[CH:12]3)(=[O:21])=[O:20])=[N:33]1. The catalyst class is: 18. (3) Reactant: [F:1][C:2]([F:20])([F:19])[CH2:3][NH:4][C:5]([C:7]1([NH:11]C(=O)OC(C)(C)C)[CH2:10][CH2:9][CH2:8]1)=[O:6].[F:21][C:22]([F:27])([F:26])[C:23]([OH:25])=[O:24]. Product: [F:21][C:22]([F:27])([F:26])[C:23]([O-:25])=[O:24].[F:1][C:2]([F:19])([F:20])[CH2:3][NH:4][C:5]([C:7]1([NH3+:11])[CH2:10][CH2:9][CH2:8]1)=[O:6]. The catalyst class is: 2. (4) Reactant: [CH2:1]([N:8]1[N:12]=[N:11][C:10]([C:13]([CH3:20])([CH3:19])[C:14](OCC)=[O:15])=[N:9]1)[C:2]1[CH:7]=[CH:6][CH:5]=[CH:4][CH:3]=1.CC(C[AlH]CC(C)C)C.Cl.[NH4+].[Cl-]. The catalyst class is: 4. Product: [CH2:1]([N:8]1[N:12]=[N:11][C:10]([C:13]([CH3:20])([CH3:19])[CH:14]=[O:15])=[N:9]1)[C:2]1[CH:3]=[CH:4][CH:5]=[CH:6][CH:7]=1. (5) Reactant: [NH2:1][C:2]1[CH:7]=[C:6]([Cl:8])[CH:5]=[CH:4][C:3]=1[S:9][C:10]1[CH:18]=[CH:17][CH:16]=[CH:15][C:11]=1[C:12](O)=[O:13].C(Cl)CCl.C1C=CC2N(O)N=NC=2C=1. Product: [Cl:8][C:6]1[CH:5]=[CH:4][C:3]2[S:9][C:10]3[CH:18]=[CH:17][CH:16]=[CH:15][C:11]=3[C:12](=[O:13])[NH:1][C:2]=2[CH:7]=1. The catalyst class is: 649. (6) Reactant: [CH:1]1([CH2:4][C:5]([OH:7])=O)[CH2:3][CH2:2]1.C(Cl)Cl.C(N1C=CN=C1)(N1C=CN=C1)=O.Cl.[CH3:24][NH:25][O:26][CH3:27]. Product: [CH:1]1([CH2:4][C:5]([N:25]([O:26][CH3:27])[CH3:24])=[O:7])[CH2:3][CH2:2]1. The catalyst class is: 28.